From a dataset of Catalyst prediction with 721,799 reactions and 888 catalyst types from USPTO. Predict which catalyst facilitates the given reaction. (1) Product: [O:22]1[C:23]2[CH:29]=[CH:28][CH:27]=[CH:26][C:24]=2[N:25]=[C:21]1[S:20][CH2:2][CH2:3][CH2:4][CH2:5][CH2:6][C:7]([NH:9][C:10]1[C:11]([S:18][CH3:19])=[N:12][C:13]([S:16][CH3:17])=[CH:14][CH:15]=1)=[O:8]. Reactant: Br[CH2:2][CH2:3][CH2:4][CH2:5][CH2:6][C:7]([NH:9][C:10]1[C:11]([S:18][CH3:19])=[N:12][C:13]([S:16][CH3:17])=[CH:14][CH:15]=1)=[O:8].[SH:20][C:21]1[O:22][C:23]2[CH:29]=[CH:28][CH:27]=[CH:26][C:24]=2[N:25]=1.C1OCCOCCOCCOCCOCCOC1.C(=O)([O-])[O-].[K+].[K+]. The catalyst class is: 136. (2) Reactant: [C:1]([CH:5]1[CH2:10][CH2:9][CH:8]([NH2:11])[CH2:7][CH2:6]1)([CH3:4])([CH3:3])[CH3:2].C1([O:18][C:19](=O)[NH:20][C:21]2[C:30]3[C:25](=[CH:26][CH:27]=[C:28]([OH:31])[CH:29]=3)[CH:24]=[CH:23][CH:22]=2)C=CC=CC=1. Product: [C:1]([CH:5]1[CH2:6][CH2:7][CH:8]([NH:11][C:19]([NH:20][C:21]2[C:30]3[C:25](=[CH:26][CH:27]=[C:28]([OH:31])[CH:29]=3)[CH:24]=[CH:23][CH:22]=2)=[O:18])[CH2:9][CH2:10]1)([CH3:4])([CH3:2])[CH3:3]. The catalyst class is: 16. (3) Reactant: [H-].[Al+3].[Li+].[H-].[H-].[H-].S(=O)(=O)(O)O.[Cl:12][C:13]1[CH:14]=[C:15]([CH2:19][CH2:20][C:21]([NH:23][C@H:24]2[CH2:29][CH2:28][C@H:27]([CH3:30])[CH2:26][CH2:25]2)=O)[CH:16]=[CH:17][CH:18]=1. Product: [Cl:12][C:13]1[CH:14]=[C:15]([CH2:19][CH2:20][CH2:21][NH:23][C@H:24]2[CH2:25][CH2:26][C@H:27]([CH3:30])[CH2:28][CH2:29]2)[CH:16]=[CH:17][CH:18]=1. The catalyst class is: 1. (4) Reactant: [F:1][C:2]1[CH:3]=[CH:4][C:5]([O:30][CH2:31][C:32]2[CH:37]=[CH:36][C:35]([C:38]3[CH:43]=[CH:42][C:41]([CH3:44])=[CH:40][CH:39]=3)=[CH:34][CH:33]=2)=[C:6]([CH2:8][CH2:9][N:10]([CH2:19][C:20]2[CH:29]=[CH:28][C:23]([C:24]([O:26]C)=[O:25])=[CH:22][CH:21]=2)[CH2:11][CH2:12][CH2:13][CH2:14][C:15]([O:17]C)=[O:16])[CH:7]=1.[OH-].[Na+].ClCCl. Product: [C:15]([CH2:14][CH2:13][CH2:12][CH2:11][N:10]([CH2:19][C:20]1[CH:29]=[CH:28][C:23]([C:24]([OH:26])=[O:25])=[CH:22][CH:21]=1)[CH2:9][CH2:8][C:6]1[CH:7]=[C:2]([F:1])[CH:3]=[CH:4][C:5]=1[O:30][CH2:31][C:32]1[CH:37]=[CH:36][C:35]([C:38]2[CH:43]=[CH:42][C:41]([CH3:44])=[CH:40][CH:39]=2)=[CH:34][CH:33]=1)([OH:17])=[O:16]. The catalyst class is: 5. (5) Reactant: Cl.[CH2:2]([O:9][C:10]1[CH:11]=[C:12]([CH:14]=[C:15]([O:17][CH2:18][C:19]2[CH:24]=[CH:23][CH:22]=[CH:21][CH:20]=2)[CH:16]=1)[NH2:13])[C:3]1[CH:8]=[CH:7][CH:6]=[CH:5][CH:4]=1.[C:25](Cl)(=[O:29])[C:26](Cl)=[O:27]. Product: [CH2:2]([O:9][C:10]1[CH:16]=[C:15]([O:17][CH2:18][C:19]2[CH:24]=[CH:23][CH:22]=[CH:21][CH:20]=2)[CH:14]=[C:12]2[C:11]=1[C:25](=[O:29])[C:26](=[O:27])[NH:13]2)[C:3]1[CH:4]=[CH:5][CH:6]=[CH:7][CH:8]=1. The catalyst class is: 5.